This data is from Reaction yield outcomes from USPTO patents with 853,638 reactions. The task is: Predict the reaction yield, written as a fraction of the theoretical maximum amount of product (1.0 means a 100% yield; for example, 0.34 means a 34% yield). (1) The reactants are Br[C:2]1[C:11]2[C:6](=[CH:7][CH:8]=[CH:9][CH:10]=2)[C:5]([NH2:12])=[CH:4][CH:3]=1.C([O-])(=O)C.[K+].C1(C)C=CC=CC=1P(C1C=CC=CC=1C)C1C=CC=CC=1C.[C:40]([O:44]C)(=[O:43])[CH:41]=[CH2:42]. The catalyst is O.[Cl-].C([N+](CCCC)(CCCC)CCCC)CCC.C([O-])(=O)C.[Pd+2].C([O-])(=O)C.O.CN(C=O)C. The product is [NH2:12][C:5]1[C:6]2[C:11](=[CH:10][CH:9]=[CH:8][CH:7]=2)[C:2]([CH2:42][CH2:41][C:40]([OH:44])=[O:43])=[CH:3][CH:4]=1. The yield is 0.550. (2) The reactants are [NH2:1][C:2]1[CH:7]=[C:6]([C:8]([F:11])([F:10])[F:9])[CH:5]=[CH:4][C:3]=1[OH:12].[Br:13][C:14]1[CH:19]=[CH:18][C:17]([N:20]=[C:21]=S)=[CH:16][CH:15]=1. The catalyst is C(O)C. The product is [Br:13][C:14]1[CH:19]=[CH:18][C:17]([NH:20][C:21]2[O:12][C:3]3[CH:4]=[CH:5][C:6]([C:8]([F:9])([F:10])[F:11])=[CH:7][C:2]=3[N:1]=2)=[CH:16][CH:15]=1. The yield is 0.620.